This data is from Experimentally validated miRNA-target interactions with 360,000+ pairs, plus equal number of negative samples. The task is: Binary Classification. Given a miRNA mature sequence and a target amino acid sequence, predict their likelihood of interaction. (1) The miRNA is hsa-miR-605-5p with sequence UAAAUCCCAUGGUGCCUUCUCCU. The protein sequence of the target gene is MSLVGGFPHHPVVHHDGYPFAAAAAAAASRCHEENPYFHGWLISHPEMSPPDYSMAPSYSPEYANGAAGLDHSHYGGVPGSGAGGLMQRPVKRRGTANRKERRRTISINSAFAELRECIPNVPADTKLSKIKTLRLATSYIAYLMDLLAKDDQNGETEAFKAEIKKTDVKEEKRKKELNELLKSTVCSNDKKTKGRTGWPQHVWALELKQ. Result: 0 (no interaction). (2) The miRNA is hsa-miR-8069 with sequence GGAUGGUUGGGGGCGGUCGGCGU. The protein sequence of the target gene is MEGRPPPEGRPPPRPRTGRAPRGRRRAVFAAVLHWSHITHLFENDRHFSHLSTLEREMAFRTEMGLYYSYFKTIVEAPSFLNGVWMIMNDKLTEYPLVINTLKRFNLYPEVILASWYRIYTKIMDLIGIQTKICWTVTRGEGLSPIESCEGLGDPACFYVAVIFILNGLMMALFFIYGTYLSGSRLGGLVTVLCFFFNHGECTRVMWTPPLRESFSYPFLVLQMLLVTHILRATKLYRGSLIALCISNVFFMLPWQFAQFVLLTQIASLFAVYVVGYIDICKLRKIIYIHMISLALCFVL.... Result: 0 (no interaction). (3) The miRNA is hsa-miR-184 with sequence UGGACGGAGAACUGAUAAGGGU. The protein sequence of the target gene is MPEPGPRMNGFSLGELCWLFCCPPCPSRIAAKLAFLPPEPTYTVLAPEQRGAGASAPAPAQATAAAAAAQPAPQQPEEGAGAGPGACSLHLSERADWQYSQRELDAVEVFFSRTARDNRLGCMFVRCAPSSRYTLLFSHGNAVDLGQMCSFYIGLGSRINCNIFSYDYSGYGVSSGKPSEKNLYADIDAAWQALRTRYGVSPENIILYGQSIGTVPTVDLASRYECAAVILHSPLMSGLRVAFPDTRKTYCFDAFPSIDKISKVTSPVLVIHGTEDEVIDFSHGLAMYERCPRAVEPLWV.... Result: 0 (no interaction).